Dataset: Forward reaction prediction with 1.9M reactions from USPTO patents (1976-2016). Task: Predict the product of the given reaction. (1) Given the reactants CO[C:3]1[C:8]([C:9]([C:11](=[C:17](SC)SC)[C:12]([O:14][CH2:15][CH3:16])=[O:13])=[O:10])=[CH:7][N:6]=[C:5]([S:22][CH3:23])[N:4]=1.[NH2:24][C:25]1[CH:33]=[CH:32][CH:31]=[CH:30][C:26]=1[C:27]([NH2:29])=[O:28].[H-].[Na+], predict the reaction product. The product is: [CH2:15]([O:14][C:12]([C:11]1[C:9](=[O:10])[C:8]2[CH:7]=[N:6][C:5]([S:22][CH3:23])=[N:4][C:3]=2[N:24]2[C:17]=1[NH:29][C:27](=[O:28])[C:26]1[CH:30]=[CH:31][CH:32]=[CH:33][C:25]2=1)=[O:13])[CH3:16]. (2) Given the reactants C(OC(=O)[NH:7][C:8]1[CH:13]=[C:12]([C:14]#[N:15])[CH:11]=[C:10]([N:16]2[CH2:28][CH2:27][C:19]3([CH2:23][N:22]([C:24](=[O:26])[CH3:25])[CH2:21][CH2:20]3)[CH2:18][CH2:17]2)[C:9]=1[Cl:29])(C)(C)C.C(O)(C(F)(F)F)=O, predict the reaction product. The product is: [C:24]([N:22]1[CH2:21][CH2:20][C:19]2([CH2:18][CH2:17][N:16]([C:10]3[CH:11]=[C:12]([CH:13]=[C:8]([NH2:7])[C:9]=3[Cl:29])[C:14]#[N:15])[CH2:28][CH2:27]2)[CH2:23]1)(=[O:26])[CH3:25]. (3) Given the reactants S(=O)(=O)(O)O.O=[As](O[As](=O)=O)=O.[N+:13]([C:16]1[CH:22]=[CH:21][CH:20]=[CH:19][C:17]=1[NH2:18])([O-:15])=[O:14].C(O[CH:27](OC(=O)C)[C:28]([CH3:30])=[CH2:29])(=O)C.[OH-].[Na+], predict the reaction product. The product is: [CH3:30][C:28]1[CH:27]=[N:18][C:17]2[C:19]([CH:29]=1)=[CH:20][CH:21]=[CH:22][C:16]=2[N+:13]([O-:15])=[O:14].